This data is from Full USPTO retrosynthesis dataset with 1.9M reactions from patents (1976-2016). The task is: Predict the reactants needed to synthesize the given product. (1) Given the product [CH3:42][S:39]([O:38][C:35]1[CH:36]=[CH:37][C:32]([CH2:31][O:18][C:17](=[O:19])[C:16]2[CH:20]=[CH:21][C:13]([CH2:12][CH:11]([S:10][CH2:9][CH2:8][C:5]3[CH:6]=[CH:7][C:2]([F:1])=[CH:3][CH:4]=3)[C:22]([O:24][CH2:25][C:26]([Cl:29])([Cl:27])[Cl:28])=[O:23])=[CH:14][CH:15]=2)=[CH:33][CH:34]=1)(=[O:41])=[O:40], predict the reactants needed to synthesize it. The reactants are: [F:1][C:2]1[CH:7]=[CH:6][C:5]([CH2:8][CH2:9][S:10][CH:11]([C:22]([O:24][CH2:25][C:26]([Cl:29])([Cl:28])[Cl:27])=[O:23])[CH2:12][C:13]2[CH:21]=[CH:20][C:16]([C:17]([OH:19])=[O:18])=[CH:15][CH:14]=2)=[CH:4][CH:3]=1.O[CH2:31][C:32]1[CH:37]=[CH:36][C:35]([O:38][S:39]([CH3:42])(=[O:41])=[O:40])=[CH:34][CH:33]=1.C1(C2OC(C(F)(F)F)=C(COC(=O)C3C=CC(CC(SCCC4C=CC(F)=CC=4)C(OCC(Cl)(Cl)Cl)=O)=CC=3)N=2)C=CC=CC=1. (2) Given the product [C:2]([C:3]1[CH2:4][C:5](=[O:7])[N:23]([CH:21]([CH3:22])[CH3:20])[N:24]=1)([CH3:1])([CH3:11])[CH3:10], predict the reactants needed to synthesize it. The reactants are: [CH3:1][C:2]([CH3:11])([CH3:10])[C:3](=O)[CH2:4][C:5]([O:7]C)=O.C(N(CC)CC)C.Cl.[CH3:20][CH:21]([NH:23][NH2:24])[CH3:22].